Task: Regression. Given two drug SMILES strings and cell line genomic features, predict the synergy score measuring deviation from expected non-interaction effect.. Dataset: NCI-60 drug combinations with 297,098 pairs across 59 cell lines (1) Drug 1: C1C(C(OC1N2C=C(C(=O)NC2=O)F)CO)O. Drug 2: CC1CCC2CC(C(=CC=CC=CC(CC(C(=O)C(C(C(=CC(C(=O)CC(OC(=O)C3CCCCN3C(=O)C(=O)C1(O2)O)C(C)CC4CCC(C(C4)OC)OCCO)C)C)O)OC)C)C)C)OC. Cell line: SR. Synergy scores: CSS=15.3, Synergy_ZIP=0.344, Synergy_Bliss=6.82, Synergy_Loewe=3.77, Synergy_HSA=4.01. (2) Drug 2: C(CC(=O)O)C(=O)CN.Cl. Cell line: NCI/ADR-RES. Synergy scores: CSS=0.760, Synergy_ZIP=0.493, Synergy_Bliss=-0.0690, Synergy_Loewe=-2.11, Synergy_HSA=-2.06. Drug 1: CC1C(C(CC(O1)OC2CC(CC3=C2C(=C4C(=C3O)C(=O)C5=C(C4=O)C(=CC=C5)OC)O)(C(=O)C)O)N)O.Cl.